From a dataset of CYP2D6 inhibition data for predicting drug metabolism from PubChem BioAssay. Regression/Classification. Given a drug SMILES string, predict its absorption, distribution, metabolism, or excretion properties. Task type varies by dataset: regression for continuous measurements (e.g., permeability, clearance, half-life) or binary classification for categorical outcomes (e.g., BBB penetration, CYP inhibition). Dataset: cyp2d6_veith. The drug is CN1CCN2c3ncccc3Cc3ccccc3C2C1. The result is 1 (inhibitor).